This data is from Full USPTO retrosynthesis dataset with 1.9M reactions from patents (1976-2016). The task is: Predict the reactants needed to synthesize the given product. (1) Given the product [F:1][C:2]1[CH:23]=[CH:22][C:5]([CH2:6][C:7]2[N:11]([CH:12]3[CH2:13][N:14]([S:25]([CH3:24])(=[O:27])=[O:26])[CH2:15]3)[N:10]=[C:9]([C:16]3[CH:21]=[CH:20][N:19]=[CH:18][CH:17]=3)[CH:8]=2)=[CH:4][CH:3]=1, predict the reactants needed to synthesize it. The reactants are: [F:1][C:2]1[CH:23]=[CH:22][C:5]([CH2:6][C:7]2[N:11]([CH:12]3[CH2:15][NH:14][CH2:13]3)[N:10]=[C:9]([C:16]3[CH:21]=[CH:20][N:19]=[CH:18][CH:17]=3)[CH:8]=2)=[CH:4][CH:3]=1.[CH3:24][S:25](Cl)(=[O:27])=[O:26].C(N(CC)CC)C. (2) Given the product [NH2:8][CH2:16][C:17]([F:24])([F:23])[CH2:18][S:19]([OH:22])(=[O:21])=[O:20], predict the reactants needed to synthesize it. The reactants are: C([N:8]([CH2:16][C:17]([F:24])([F:23])[CH2:18][S:19]([OH:22])(=[O:21])=[O:20])CC1C=CC=CC=1)C1C=CC=CC=1. (3) Given the product [Br:1][C:2]1[CH:3]=[CH:4][C:5]([NH:8][C:9]2[CH:14]=[C:13]([C:15]([OH:17])=[O:16])[C:12]([NH:19][C:20]3[CH:25]=[CH:24][C:23]([Br:26])=[CH:22][CH:21]=3)=[CH:11][C:10]=2[C:27]([OH:29])=[O:28])=[CH:6][CH:7]=1, predict the reactants needed to synthesize it. The reactants are: [Br:1][C:2]1[CH:7]=[CH:6][C:5]([NH:8][C:9]2[CH2:14][C:13]([C:15]([O:17]C)=[O:16])=[C:12]([NH:19][C:20]3[CH:25]=[CH:24][C:23]([Br:26])=[CH:22][CH:21]=3)[CH2:11][C:10]=2[C:27]([O:29]C)=[O:28])=[CH:4][CH:3]=1.[Na].[N+](C1C=C(S(O)(=O)=O)C=CC=1)([O-])=O.[OH-].[Na+].Cl. (4) Given the product [Cl:29][C:28]([Cl:31])([Cl:30])[CH2:27][O:26][C:24](=[O:25])[NH:1][C:2]1[N:6]([C:7]2[CH:16]=[CH:15][CH:14]=[C:9]([O:10][CH2:11][CH2:12][OH:13])[CH:8]=2)[N:5]=[C:4]([C:17]([CH3:20])([CH3:19])[CH3:18])[CH:3]=1, predict the reactants needed to synthesize it. The reactants are: [NH2:1][C:2]1[N:6]([C:7]2[CH:8]=[C:9]([CH:14]=[CH:15][CH:16]=2)[O:10][CH2:11][CH2:12][OH:13])[N:5]=[C:4]([C:17]([CH3:20])([CH3:19])[CH3:18])[CH:3]=1.[OH-].[Na+].Cl[C:24]([O:26][CH2:27][C:28]([Cl:31])([Cl:30])[Cl:29])=[O:25]. (5) Given the product [C:31]([NH:34][CH2:2][C:3]([NH:5][C:6]1[CH:7]=[CH:8][C:9]2[C:15]3[S:16][C:17]([C:19]([N:21]([C:23]4[CH:28]=[CH:27][CH:26]=[CH:25][C:24]=4[Cl:29])[CH3:22])=[O:20])=[CH:18][C:14]=3[CH2:13][CH2:12][O:11][C:10]=2[CH:30]=1)=[O:4])(=[O:33])[CH3:32], predict the reactants needed to synthesize it. The reactants are: Cl[CH2:2][C:3]([NH:5][C:6]1[CH:7]=[CH:8][C:9]2[C:15]3[S:16][C:17]([C:19]([N:21]([C:23]4[CH:28]=[CH:27][CH:26]=[CH:25][C:24]=4[Cl:29])[CH3:22])=[O:20])=[CH:18][C:14]=3[CH2:13][CH2:12][O:11][C:10]=2[CH:30]=1)=[O:4].[C:31]([NH2:34])(=[O:33])[CH3:32]. (6) The reactants are: [Cl:1][C:2]1[CH:7]=[CH:6][C:5]([C@@H:8]([NH:10][CH2:11][CH2:12][C:13]2([NH:23][C:24](=[O:29])C(F)(F)F)[CH2:22][CH2:21][C:16]3([O:20][CH2:19][CH2:18][O:17]3)[CH2:15][CH2:14]2)[CH3:9])=[CH:4][CH:3]=1.ClC(Cl)(OC(=O)OC(Cl)(Cl)Cl)Cl. Given the product [Cl:1][C:2]1[CH:7]=[CH:6][C:5]([C@@H:8]([N:10]2[CH2:11][CH2:12][C:13]3([CH2:14][CH2:15][C:16]4([O:17][CH2:18][CH2:19][O:20]4)[CH2:21][CH2:22]3)[NH:23][C:24]2=[O:29])[CH3:9])=[CH:4][CH:3]=1, predict the reactants needed to synthesize it.